Dataset: Forward reaction prediction with 1.9M reactions from USPTO patents (1976-2016). Task: Predict the product of the given reaction. (1) Given the reactants [C:1]([C:9]1[CH:14]=[CH:13][CH:12]=[CH:11][CH:10]=1)(=O)[C:2]1[CH:7]=[CH:6][CH:5]=[CH:4][CH:3]=1.[OH:15][C@H:16]1[CH2:20][CH2:19][NH:18][CH2:17]1.[OH-].[Na+], predict the reaction product. The product is: [C:2]1([CH:1]([C:9]2[CH:14]=[CH:13][CH:12]=[CH:11][CH:10]=2)[N:18]2[CH2:19][CH2:20][C@H:16]([OH:15])[CH2:17]2)[CH:7]=[CH:6][CH:5]=[CH:4][CH:3]=1. (2) Given the reactants [NH2:1][CH2:2][C:3]1[C:4]([NH:19][C@H:20]([C:23]2[CH:28]=[CH:27][C:26]([F:29])=[CH:25][CH:24]=2)[CH2:21][OH:22])=[N:5][C:6]([NH:10][C:11]2[CH:15]=[C:14]([CH:16]3[CH2:18][CH2:17]3)[NH:13][N:12]=2)=[C:7]([F:9])[CH:8]=1.[C:30](O)(=[O:32])[CH3:31], predict the reaction product. The product is: [CH:16]1([C:14]2[NH:13][N:12]=[C:11]([NH:10][C:6]3[N:5]=[C:4]([NH:19][C@H:20]([C:23]4[CH:24]=[CH:25][C:26]([F:29])=[CH:27][CH:28]=4)[CH2:21][OH:22])[C:3]([CH2:2][NH:1][C:30](=[O:32])[CH3:31])=[CH:8][C:7]=3[F:9])[CH:15]=2)[CH2:18][CH2:17]1.